Dataset: Full USPTO retrosynthesis dataset with 1.9M reactions from patents (1976-2016). Task: Predict the reactants needed to synthesize the given product. Given the product [CH2:26]([O:25][C:18]1[CH:19]=[CH:20][C:21]2[C@@H:22]3[C@H:13]([C@H:8]4[C@@:6]([CH2:24][CH2:23]3)([CH3:7])[C@@H:5]([O:4][C:1](=[O:3])[CH3:2])[C@H:10]([C:11]([OH:35])=[O:12])[CH2:9]4)[CH2:14][CH2:15][C:16]=2[CH:17]=1)[C:27]1[CH:28]=[CH:29][CH:30]=[CH:31][CH:32]=1, predict the reactants needed to synthesize it. The reactants are: [C:1]([O:4][C@H:5]1[C@H:10]([CH:11]=[O:12])[CH2:9][C@H:8]2[C@H:13]3[C@H:22]([CH2:23][CH2:24][C@:6]12[CH3:7])[C:21]1[CH:20]=[CH:19][C:18]([O:25][CH2:26][C:27]2[CH:32]=[CH:31][CH:30]=[CH:29][CH:28]=2)=[CH:17][C:16]=1[CH2:15][CH2:14]3)(=[O:3])[CH3:2].CC(C)=[O:35].OS(O)(=O)=O.O=[Cr](=O)=O.